This data is from Catalyst prediction with 721,799 reactions and 888 catalyst types from USPTO. The task is: Predict which catalyst facilitates the given reaction. (1) The catalyst class is: 58. Product: [CH:2]([C@H:3]1[N:8]([C:9]([C:22]2[CH:23]=[CH:24][CH:25]=[CH:26][CH:27]=2)([C:16]2[CH:21]=[CH:20][CH:19]=[CH:18][CH:17]=2)[C:10]2[CH:11]=[CH:12][CH:13]=[CH:14][CH:15]=2)[CH2:7][CH2:6][N:5]([C:28]([O:30][CH2:31][C:32]2[CH:37]=[CH:36][CH:35]=[CH:34][CH:33]=2)=[O:29])[CH2:4]1)=[O:1]. Reactant: [OH:1][CH2:2][C@H:3]1[N:8]([C:9]([C:22]2[CH:27]=[CH:26][CH:25]=[CH:24][CH:23]=2)([C:16]2[CH:21]=[CH:20][CH:19]=[CH:18][CH:17]=2)[C:10]2[CH:15]=[CH:14][CH:13]=[CH:12][CH:11]=2)[CH2:7][CH2:6][N:5]([C:28]([O:30][CH2:31][C:32]2[CH:37]=[CH:36][CH:35]=[CH:34][CH:33]=2)=[O:29])[CH2:4]1.C(N(CC)CC)C. (2) Reactant: [NH2:1][CH2:2][C@@H:3]1[C@H:6]([NH:7][C:8](=[O:35])/[C:9](=[N:23]\[O:24][C:25]([CH3:34])([CH3:33])[C:26]([O:28][C:29]([CH3:32])([CH3:31])[CH3:30])=[O:27])/[C:10]2[N:11]=[C:12]([NH:15][C:16]([O:18][C:19]([CH3:22])([CH3:21])[CH3:20])=[O:17])[S:13][CH:14]=2)[C:5](=[O:36])[NH:4]1.[CH3:37][Si:38]([CH3:49])([CH3:48])[CH2:39][CH2:40][O:41][CH2:42][O:43][CH2:44][C@@H:45]1[CH2:47][O:46]1. Product: [C:19]([O:18][C:16]([NH:15][C:12]1[S:13][CH:14]=[C:10](/[C:9](=[N:23]/[O:24][C:25]([CH3:34])([CH3:33])[C:26]([O:28][C:29]([CH3:32])([CH3:31])[CH3:30])=[O:27])/[C:8]([NH:7][C@@H:6]2[C:5](=[O:36])[NH:4][C@@H:3]2[CH2:2][NH:1][CH2:47][C@H:45]([OH:46])[CH2:44][O:43][CH2:42][O:41][CH2:40][CH2:39][Si:38]([CH3:49])([CH3:48])[CH3:37])=[O:35])[N:11]=1)=[O:17])([CH3:22])([CH3:21])[CH3:20]. The catalyst class is: 2. (3) Reactant: [F:1][C:2]([F:35])([F:34])[C:3]1[CH:4]=[C:5]([C@H:13]([O:15][C@H:16]2[CH2:24][N:23]3[C@@H:18]([CH2:19][CH:20]([OH:26])[CH2:21][C:22]3=[O:25])[C@@H:17]2[C:27]2[CH:32]=[CH:31][C:30]([F:33])=[CH:29][CH:28]=2)[CH3:14])[CH:6]=[C:7]([C:9]([F:12])([F:11])[F:10])[CH:8]=1. Product: [F:35][C:2]([F:1])([F:34])[C:3]1[CH:4]=[C:5]([C@H:13]([O:15][C@H:16]2[CH2:24][N:23]3[C@@H:18]([CH2:19][C:20](=[O:26])[CH2:21][C:22]3=[O:25])[C@@H:17]2[C:27]2[CH:28]=[CH:29][C:30]([F:33])=[CH:31][CH:32]=2)[CH3:14])[CH:6]=[C:7]([C:9]([F:10])([F:11])[F:12])[CH:8]=1. The catalyst class is: 2. (4) Reactant: [CH3:1][NH:2][C@H:3]1[CH2:8][CH2:7][C@H:6]([C:9]([NH:11][C:12]2[C:16]3[CH:17]=[CH:18][CH:19]=[CH:20][C:15]=3[O:14][C:13]=2[C:21]([NH:23][C:24]2[CH:29]=[CH:28][C:27]([Cl:30])=[CH:26][N:25]=2)=[O:22])=[O:10])[CH2:5][CH2:4]1.[C:31]([O:35][C:36]([NH:38][CH2:39][CH2:40][CH:41]=O)=[O:37])([CH3:34])([CH3:33])[CH3:32].C(O[BH-](OC(=O)C)OC(=O)C)(=O)C.[Na+].C(=O)([O-])O.[Na+]. Product: [C:31]([O:35][C:36]([NH:38][CH2:39][CH2:40][CH2:41][N:2]([C@H:3]1[CH2:4][CH2:5][C@H:6]([C:9]([NH:11][C:12]2[C:16]3[CH:17]=[CH:18][CH:19]=[CH:20][C:15]=3[O:14][C:13]=2[C:21]([NH:23][C:24]2[CH:29]=[CH:28][C:27]([Cl:30])=[CH:26][N:25]=2)=[O:22])=[O:10])[CH2:7][CH2:8]1)[CH3:1])=[O:37])([CH3:32])([CH3:33])[CH3:34]. The catalyst class is: 236. (5) Reactant: [Br:1][C:2]1[CH:3]=[C:4]([C:14]2[O:23][C:22](=[O:24])[C:21]3[C:16](=[C:17]([CH3:28])[CH:18]=[C:19]4[CH:27]=[N:26][NH:25][C:20]4=3)[N:15]=2)[N:5]([C:7]2[C:12]([Cl:13])=[CH:11][CH:10]=[CH:9][N:8]=2)[N:6]=1.[CH:29]([NH2:32])([CH3:31])[CH3:30]. Product: [CH:29]([NH:32][C:22]([C:21]1[C:16]([NH:15][C:14]([C:4]2[N:5]([C:7]3[C:12]([Cl:13])=[CH:11][CH:10]=[CH:9][N:8]=3)[N:6]=[C:2]([Br:1])[CH:3]=2)=[O:23])=[C:17]([CH3:28])[CH:18]=[C:19]2[C:20]=1[NH:25][N:26]=[CH:27]2)=[O:24])([CH3:31])[CH3:30]. The catalyst class is: 47. (6) Reactant: [S:1]1[CH:5]=[CH:4][C:3]([C:6]2[C:14]3[C:9](=[CH:10][CH:11]=[CH:12][CH:13]=3)[NH:8][C:7]=2[C:15]([O:17]CC)=O)=[CH:2]1.O.[NH2:21][NH2:22]. Product: [S:1]1[CH:5]=[CH:4][C:3]([C:6]2[C:14]3[C:9](=[CH:10][CH:11]=[CH:12][CH:13]=3)[NH:8][C:7]=2[C:15]([NH:21][NH2:22])=[O:17])=[CH:2]1. The catalyst class is: 8.